Predict the reactants needed to synthesize the given product. From a dataset of Full USPTO retrosynthesis dataset with 1.9M reactions from patents (1976-2016). (1) Given the product [C:1]([N:4]1[CH2:13][CH2:12][C:11]2[C:6](=[CH:7][C:8]([C:41]3[CH:42]=[C:37]([C:26]4([C:31]5[CH:36]=[CH:35][CH:34]=[CH:33][CH:32]=5)[N:25]=[C:24]([NH2:23])[N:28]([CH3:29])[C:27]4=[O:30])[CH:38]=[CH:39][CH:40]=3)=[CH:9][CH:10]=2)[CH2:5]1)(=[O:3])[CH3:2], predict the reactants needed to synthesize it. The reactants are: [C:1]([N:4]1[CH2:13][CH2:12][C:11]2[C:6](=[CH:7][C:8](B3OC(C)(C)C(C)(C)O3)=[CH:9][CH:10]=2)[CH2:5]1)(=[O:3])[CH3:2].[NH2:23][C:24]1[N:28]([CH3:29])[C:27](=[O:30])[C:26]([C:37]2[CH:42]=[CH:41][CH:40]=[C:39](Br)[CH:38]=2)([C:31]2[CH:36]=[CH:35][CH:34]=[CH:33][CH:32]=2)[N:25]=1.C(=O)([O-])[O-].[Cs+].[Cs+].COCCOC.O.C(O)C. (2) The reactants are: [NH2:1][CH2:2][CH2:3][CH2:4][S:5]([OH:7])=[O:6].C(=O)(O)[O-].[Na+].[C:13]([O:18][CH:19]([O:21][C:22](OC1CC(=O)NC1=O)=[O:23])[CH3:20])(=[O:17])[CH:14]([CH3:16])[CH3:15]. Given the product [C:13]([O:18][CH:19]([O:21][C:22]([NH:1][CH2:2][CH2:3][CH2:4][S:5]([OH:7])=[O:6])=[O:23])[CH3:20])(=[O:17])[CH:14]([CH3:16])[CH3:15], predict the reactants needed to synthesize it. (3) Given the product [OH:11][C:10]12[C:4]3[C:5](=[CH:6][CH:1]=[CH:2][CH:3]=3)[C:7](=[O:8])[C:9]1([OH:12])[C:23]1[CH:24]=[C:19]([CH2:18][C:17]([O:16][CH2:14][CH3:15])=[O:28])[CH:20]=[C:21]([O:26][CH3:27])[C:22]=1[O:25]2, predict the reactants needed to synthesize it. The reactants are: [CH:1]1[CH:6]=[C:5]2[C:7]([C:9](O)([OH:12])[C:10](=[O:11])[C:4]2=[CH:3][CH:2]=1)=[O:8].[CH2:14]([O:16][C:17](=[O:28])[CH2:18][C:19]1[CH:24]=[CH:23][C:22]([OH:25])=[C:21]([O:26][CH3:27])[CH:20]=1)[CH3:15]. (4) Given the product [CH2:1]([N:8]1[C:13](=[O:14])[CH:12]([CH3:15])[O:11][CH2:10][CH:9]1[C:16]([O:18][CH3:23])=[O:17])[C:2]1[CH:7]=[CH:6][CH:5]=[CH:4][CH:3]=1, predict the reactants needed to synthesize it. The reactants are: [CH2:1]([N:8]1[C:13](=[O:14])[CH:12]([CH3:15])[O:11][CH2:10][CH:9]1[C:16]([OH:18])=[O:17])[C:2]1[CH:7]=[CH:6][CH:5]=[CH:4][CH:3]=1.S(Cl)(Cl)=O.[CH3:23]O.